This data is from P-glycoprotein inhibition data for predicting drug efflux from Broccatelli et al.. The task is: Regression/Classification. Given a drug SMILES string, predict its absorption, distribution, metabolism, or excretion properties. Task type varies by dataset: regression for continuous measurements (e.g., permeability, clearance, half-life) or binary classification for categorical outcomes (e.g., BBB penetration, CYP inhibition). Dataset: pgp_broccatelli. (1) The drug is CCOC(=O)Oc1c(OC)cc(C(=O)O[C@@H]2C[C@@H]3CN4CCc5c([nH]c6cc(OC)ccc56)[C@H]4C[C@@H]3[C@@H](C(=O)OC)[C@@H]2OC)cc1OC. The result is 0 (non-inhibitor). (2) The molecule is O[C@H](c1cc(C(F)(F)F)nc2c(C(F)(F)F)cccc12)[C@@H]1CCCCN1. The result is 1 (inhibitor). (3) The drug is OCCN1CCN(CCCN2c3ccccc3Sc3ccc(C(F)(F)F)cc32)CC1. The result is 1 (inhibitor). (4) The compound is CC[C@H](c1ccccc1)c1noc(CCN(CC)CC)n1. The result is 0 (non-inhibitor). (5) The compound is COc1cc2c(cc1OC)CN(CCc1ccc(NC(=O)c3ccccc3NC(=O)c3cnc4ccccc4c3)cc1)CC2. The result is 1 (inhibitor).